Predict the product of the given reaction. From a dataset of Forward reaction prediction with 1.9M reactions from USPTO patents (1976-2016). (1) Given the reactants Cl.[NH:2]1[CH2:7][CH2:6][C:5](=[O:8])[CH2:4][CH2:3]1.C(N(CC)CC)C.[Cl:16][C:17]1[CH:18]=[C:19]([CH:22]=[CH:23][C:24]=1[Cl:25])[CH2:20]Br, predict the reaction product. The product is: [Cl:16][C:17]1[CH:18]=[C:19]([CH:22]=[CH:23][C:24]=1[Cl:25])[CH2:20][N:2]1[CH2:7][CH2:6][C:5](=[O:8])[CH2:4][CH2:3]1. (2) Given the reactants [C:1]([C:3]1[CH:31]=[CH:30][C:6]([CH2:7][N:8]([CH2:21][C:22]2[C:27]([CH3:28])=[CH:26][C:25]([CH3:29])=[CH:24][N:23]=2)S(C2C=CC=CC=2[N+]([O-])=O)(=O)=O)=[C:5]([CH2:32][OH:33])[CH:4]=1)#[N:2].C([O-])([O-])=O.[K+].[K+].C1(S)C=CC=CC=1, predict the reaction product. The product is: [CH3:28][C:27]1[C:22]([CH2:21][NH:8][CH2:7][C:6]2[CH:30]=[CH:31][C:3]([C:1]#[N:2])=[CH:4][C:5]=2[CH2:32][OH:33])=[N:23][CH:24]=[C:25]([CH3:29])[CH:26]=1. (3) Given the reactants Cl.[C:2]([NH:5][C:6]1[CH:7]=[C:8]([CH:12]2[CH2:17][CH2:16][NH:15][CH2:14][CH2:13]2)[CH:9]=[CH:10][CH:11]=1)(=[O:4])[CH3:3].Br[CH2:19][CH2:20][CH2:21][OH:22].C([O-])([O-])=O.[K+].[K+].O, predict the reaction product. The product is: [C:2]([NH:5][C:6]1[CH:7]=[C:8]([CH:12]2[CH2:13][CH2:14][N:15]([CH2:19][CH2:20][CH2:21][OH:22])[CH2:16][CH2:17]2)[CH:9]=[CH:10][CH:11]=1)(=[O:4])[CH3:3]. (4) The product is: [C:29]([O:33][C:34]([NH:36][CH:37]([CH3:41])[C:38]([O:14][C:11]1[CH:10]=[CH:9][CH:8]=[CH:13][CH:12]=1)=[O:39])=[O:35])([CH3:32])([CH3:31])[CH3:30]. Given the reactants F[C@H]1[C@H]([C:8]2[CH:13]=[CH:12][C:11]([OH:14])=[CH:10][CH:9]=2)CCN([C@@H]2CCN(CC3C=CC(C)=CC=3)C2=O)C1.[C:29]([O:33][C:34]([NH:36][C@@H:37]([CH3:41])[C:38](O)=[O:39])=[O:35])([CH3:32])([CH3:31])[CH3:30].C1CCC(N=C=NC2CCCCC2)CC1.O, predict the reaction product. (5) Given the reactants Cl[C:2](=[O:8])[C:3]([O:5][CH2:6][CH3:7])=[O:4].[F:9][C:10]([F:19])([F:18])[C:11]1[CH:12]=[C:13]([CH:15]=[CH:16][CH:17]=1)[NH2:14].CCCCCC, predict the reaction product. The product is: [O:8]=[C:2]([NH:14][C:13]1[CH:15]=[CH:16][CH:17]=[C:11]([C:10]([F:9])([F:18])[F:19])[CH:12]=1)[C:3]([O:5][CH2:6][CH3:7])=[O:4].